This data is from Full USPTO retrosynthesis dataset with 1.9M reactions from patents (1976-2016). The task is: Predict the reactants needed to synthesize the given product. (1) Given the product [CH3:14][O:13][C:11]([C:10]1[CH:15]=[CH:16][CH:17]=[C:8]2[C:9]=1[N:18]1[CH:19]=[CH:20][CH:21]=[C:22]1[C:7]2=[O:23])=[O:12], predict the reactants needed to synthesize it. The reactants are: B(Br)(Br)Br.CO[C:7](=[O:23])[C:8]1[CH:17]=[CH:16][CH:15]=[C:10]([C:11]([O:13][CH3:14])=[O:12])[C:9]=1[N:18]1[CH:22]=[CH:21][CH:20]=[CH:19]1.O. (2) Given the product [C:11]([O:15][C:16]([NH:18][C@H:19]([C:37]([O:39][C:40]([CH3:43])([CH3:42])[CH3:41])=[O:38])[CH2:20][C@H:21]([CH2:29][C:30]1[CH:35]=[CH:34][C:33]([O:36][CH2:3][CH2:2][F:1])=[CH:32][N:31]=1)[C:22]([O:24][C:25]([CH3:27])([CH3:26])[CH3:28])=[O:23])=[O:17])([CH3:12])([CH3:13])[CH3:14], predict the reactants needed to synthesize it. The reactants are: [F:1][CH2:2][CH2:3]I.C(=O)([O-])[O-].[K+].[K+].[C:11]([O:15][C:16]([NH:18][C@H:19]([C:37]([O:39][C:40]([CH3:43])([CH3:42])[CH3:41])=[O:38])[CH2:20][C@H:21]([CH2:29][C:30]1[CH:35]=[CH:34][C:33]([OH:36])=[CH:32][N:31]=1)[C:22]([O:24][C:25]([CH3:28])([CH3:27])[CH3:26])=[O:23])=[O:17])([CH3:14])([CH3:13])[CH3:12]. (3) Given the product [C:24]([C:20]1[CH:19]=[C:18]([P:28]([C:42]2[CH:47]=[C:46]([C:48]([CH3:51])([CH3:50])[CH3:49])[C:45]([O:52][CH3:53])=[C:44]([C:54]([CH3:57])([CH3:56])[CH3:55])[CH:43]=2)[C:29]2[CH:34]=[CH:33][CH:32]=[CH:31][C:30]=2[PH2:35])[CH:17]=[C:16]([C:12]([CH3:15])([CH3:14])[CH3:13])[C:21]=1[O:22][CH3:23])([CH3:25])([CH3:26])[CH3:27], predict the reactants needed to synthesize it. The reactants are: C[Si](Cl)(C)C.[H-].[Al+3].[Li+].[H-].[H-].[H-].[C:12]([C:16]1[CH:17]=[C:18]([P:28]([C:42]2[CH:47]=[C:46]([C:48]([CH3:51])([CH3:50])[CH3:49])[C:45]([O:52][CH3:53])=[C:44]([C:54]([CH3:57])([CH3:56])[CH3:55])[CH:43]=2)[C:29]2[CH:34]=[CH:33][CH:32]=[CH:31][C:30]=2[P:35](OCC)OCC)[CH:19]=[C:20]([C:24]([CH3:27])([CH3:26])[CH3:25])[C:21]=1[O:22][CH3:23])([CH3:15])([CH3:14])[CH3:13].[OH-].[Na+]. (4) Given the product [Cl:1][C:2]1[CH:3]=[C:4]([CH:16]=[CH:17][CH:18]=1)[CH2:5][N:6]1[CH:7]([C:10]2[CH:11]=[CH:12][CH:13]=[CH:14][CH:15]=2)[CH2:8][NH:9][C:27]1=[O:29], predict the reactants needed to synthesize it. The reactants are: [Cl:1][C:2]1[CH:3]=[C:4]([CH:16]=[CH:17][CH:18]=1)[CH2:5][NH:6][CH:7]([C:10]1[CH:15]=[CH:14][CH:13]=[CH:12][CH:11]=1)[CH2:8][NH2:9].C(N(CC)CC)C.Cl[C:27](Cl)([O:29]C(=O)OC(Cl)(Cl)Cl)Cl. (5) Given the product [Cl:8][C:5]1[N:4]=[CH:3][C:2]([C:12]2[CH:13]=[CH:14][CH:15]=[C:16](/[CH:17]=[CH:18]/[O:19][CH3:20])[C:11]=2[CH2:9][CH3:10])=[CH:7][N:6]=1, predict the reactants needed to synthesize it. The reactants are: Br[C:2]1[CH:3]=[N:4][C:5]([Cl:8])=[N:6][CH:7]=1.[CH2:9]([C:11]1[C:16](/[CH:17]=[CH:18]/[O:19][CH3:20])=[CH:15][CH:14]=[CH:13][C:12]=1B1OC(C)(C)C(C)(C)O1)[CH3:10].P([O-])([O-])([O-])=O.[K+].[K+].[K+]. (6) The reactants are: Cl.[CH:2]1([CH2:5][NH:6][N:7]2[C:16]3[C:11](=[CH:12][CH:13]=[CH:14][CH:15]=3)[C:10]([OH:17])=[C:9]([C:18]3[NH:23][C:22]4[CH:24]=[CH:25][C:26]([O:28][CH2:29][C:30]#[N:31])=[CH:27][C:21]=4[S:20](=[O:33])(=[O:32])[N:19]=3)[C:8]2=[O:34])[CH2:4][CH2:3]1.[CH3:35][OH:36]. Given the product [CH:2]1([CH2:5][NH:6][N:7]2[C:16]3[C:11](=[CH:12][CH:13]=[CH:14][CH:15]=3)[C:10]([OH:17])=[C:9]([C:18]3[NH:23][C:22]4[CH:24]=[CH:25][C:26]([O:28][CH2:29][C:30](=[NH:31])[O:36][CH3:35])=[CH:27][C:21]=4[S:20](=[O:33])(=[O:32])[N:19]=3)[C:8]2=[O:34])[CH2:3][CH2:4]1, predict the reactants needed to synthesize it.